This data is from Drug-target binding data from BindingDB using Kd measurements. The task is: Regression. Given a target protein amino acid sequence and a drug SMILES string, predict the binding affinity score between them. We predict pKd (pKd = -log10(Kd in M); higher means stronger binding). Dataset: bindingdb_kd. (1) The small molecule is O=C(CCCC[C@@H]1SC[C@@H]2NC(=O)N[C@H]12)NCCCCCCOP(=O)(O)O[C@@H]1[C@H](O)[C@H](OP(=O)(O)O)[C@@H](OP(=O)(O)O)[C@H](OP(=O)(O)O)[C@H]1O. The target protein (P97696) has sequence MDEGGGGEGGSVPEDLSLEEREELLDIRRRKKELIDDIERLKYEIAEVMTEIDNLTSVEESKTTQRNKQIAMGRKKFNMDPKKGIQFLIENDLLQSSPEDVAQFLYKGEGLNKTVIGDYLGERDDFNIKVLQAFVELHEFADLNLVQALRQFLWSFRLPGEAQKIDRMMEAFASRYCLCNPGVFQSTDTCYVLSFAIIMLNTSLHNHNVRDKPTAERFITMNRGINEGGDLPEELLRNLYESIKNEPFKIPEDDGNDLTHTFFNPDREGWLLKLGGGRVKTWKRRWFILTDNCLYYFEYTTDKEPRGIIPLENLSIREVEDPRKPNCFELYNPSHKGQVIKACKTEADGRVVEGNHVVYRISAPSPEEKEEWMKSIKASISRDPFYDMLATRKRRIANKK. The pKd is 6.8. (2) The compound is Cc1ccc(NC(=O)c2cccc(C(F)(F)F)c2)cc1Nc1ncccc1-c1ncnc(Nc2ccc(OCCNC(=O)CCCCNC(=O)CCC3=[N+]4B(F)n5c(C)cc(C)c5C=C4C=C3)cc2)n1. The target protein sequence is MGSSKSKPKDPSQRRRSLEPPDSTHHGGFPASQTPNKTAAPDTHRTPSRSFGTVATEPKLFGGFNTSDTVTSPQRAGALAGGVTTFVALYDYESRTETDLSFKKGERLQIVNNTEGDWWLAHSLTTGQTGYIPSNYVAPSDSIQAEEWYFGKITRRESERLLLNPENPRGTFLVRESETTKGAYCLSVSDFDNAKGLNVKHYKIRKLDSGGFYITSRTQFSSLQQLVAYYSKHADGLCHRLTNVCPTSKPQTQGLAKDAWEIPRESLRLEVKLGQGCHGEVWMGTWNGTTRVAIKTLKPGTMSPEAFLQEAQVMKKLRHEKLVQLYAVVSEEPIYIVTEYMSKGSLLDFLKGEMGKYLRLPQLVDMAAQIASGMAYVERMNYVHRDLRAANILVGENLVCKVADFGLARLIEDNEYTARQGAKFPIKWTAPEAALYGRFTIKSDVWSFGILLTELTTKGRVPYPGMVNREVLDQVERGYRMPCPPECPESLHDLMCQCWR.... The pKd is 7.9. (3) The drug is Cc1nc(Nc2ncc(C(=O)Nc3c(C)cccc3Cl)s2)cc(N2CCN(CCO)CC2)n1. The pKd is 5.0. The target protein (Q00526) has sequence MDMFQKVEKIGEGTYGVVYKAKNRETGQLVALKKIRLDLEMEGVPSTAIREISLLKELKHPNIVRLLDVVHNERKLYLVFEFLSQDLKKYMDSTPGSELPLHLIKSYLFQLLQGVSFCHSHRVIHRDLKPQNLLINELGAIKLADFGLARAFGVPLRTYTHEVVTLWYRAPEILLGSKFYTTAVDIWSIGCIFAEMVTRKALFPGDSEIDQLFRIFRMLGTPSEDTWPGVTQLPDYKGSFPKWTRKGLEEIVPNLEPEGRDLLMQLLQYDPSQRITAKTALAHPYFSSPEPSPAARQYVLQRFRH.